Dataset: Full USPTO retrosynthesis dataset with 1.9M reactions from patents (1976-2016). Task: Predict the reactants needed to synthesize the given product. (1) Given the product [F:1][C:2]1[CH:3]=[N:4][C:5]2[CH:6]=[CH:7][C:8](=[O:30])[N:9]3[CH2:28][CH:12]([CH2:13][N:14]4[CH2:19][CH2:18][CH:17]([NH:20][C:21](=[O:27])[O:22][C:23]([CH3:24])([CH3:25])[CH3:26])[CH2:16][CH2:15]4)[C:11]=1[C:10]=23, predict the reactants needed to synthesize it. The reactants are: [F:1][C:2]1[CH:3]=[N:4][C:5]2[C:10]([C:11]=1[CH:12]([CH2:28]O)[CH2:13][N:14]1[CH2:19][CH2:18][CH:17]([NH:20][C:21](=[O:27])[O:22][C:23]([CH3:26])([CH3:25])[CH3:24])[CH2:16][CH2:15]1)=[N:9][C:8]([O:30]C)=[CH:7][CH:6]=2.CO.C(N(CC)CC)C.CS(OS(C)(=O)=O)(=O)=O. (2) Given the product [F:22][C:23]1[CH:28]=[CH:27][C:26]([NH:29][C:30]([NH:19][C:18]2[CH:17]=[CH:16][C:15]([O:14][C:12]3[CH:11]=[CH:10][N:9]=[C:8]([NH:7][C:5](=[O:6])[CH2:4][CH2:3][CH2:2][Cl:1])[CH:13]=3)=[CH:21][CH:20]=2)=[O:31])=[CH:25][CH:24]=1, predict the reactants needed to synthesize it. The reactants are: [Cl:1][CH2:2][CH2:3][CH2:4][C:5]([NH:7][C:8]1[CH:13]=[C:12]([O:14][C:15]2[CH:21]=[CH:20][C:18]([NH2:19])=[CH:17][CH:16]=2)[CH:11]=[CH:10][N:9]=1)=[O:6].[F:22][C:23]1[CH:28]=[CH:27][C:26]([N:29]=[C:30]=[O:31])=[CH:25][CH:24]=1.O1CCCC1.O. (3) Given the product [C:8]1([C:14]2[C:18]3[C:19](=[O:23])[NH:20][CH:21]=[CH:22][C:17]=3[N:16]([CH:25]3[CH2:26][CH2:27][CH2:28][CH2:29]3)[N:15]=2)[CH2:13][CH2:12][CH2:11][CH2:10][CH:9]=1, predict the reactants needed to synthesize it. The reactants are: Cl[Si](C)(C)C.[I-].[Na+].[C:8]1([C:14]2[C:18]3[C:19]([O:23]C)=[N:20][CH:21]=[CH:22][C:17]=3[N:16]([CH:25]3[CH2:29][CH2:28][CH2:27][CH2:26]3)[N:15]=2)[CH2:13][CH2:12][CH2:11][CH2:10][CH:9]=1.C(OCC)(=O)C. (4) Given the product [CH2:1]([C:3]1[CH:4]=[C:5]([CH:8]=[C:9]([CH3:12])[C:10]=1[OH:11])[C:6]([OH:13])=[O:7])[CH3:2], predict the reactants needed to synthesize it. The reactants are: [CH2:1]([C:3]1[CH:4]=[C:5]([CH:8]=[C:9]([CH3:12])[C:10]=1[OH:11])[CH:6]=[O:7])[CH3:2].[O-:13]Cl=O.[Na+].Cl.